From a dataset of NCI-60 drug combinations with 297,098 pairs across 59 cell lines. Regression. Given two drug SMILES strings and cell line genomic features, predict the synergy score measuring deviation from expected non-interaction effect. (1) Drug 1: CC1=C2C(C(=O)C3(C(CC4C(C3C(C(C2(C)C)(CC1OC(=O)C(C(C5=CC=CC=C5)NC(=O)OC(C)(C)C)O)O)OC(=O)C6=CC=CC=C6)(CO4)OC(=O)C)OC)C)OC. Drug 2: CC1C(C(CC(O1)OC2CC(CC3=C2C(=C4C(=C3O)C(=O)C5=C(C4=O)C(=CC=C5)OC)O)(C(=O)C)O)N)O.Cl. Cell line: SN12C. Synergy scores: CSS=60.3, Synergy_ZIP=8.43, Synergy_Bliss=7.26, Synergy_Loewe=4.46, Synergy_HSA=11.1. (2) Drug 1: CC1=C(C(CCC1)(C)C)C=CC(=CC=CC(=CC(=O)O)C)C. Drug 2: C1=CC=C(C(=C1)C(C2=CC=C(C=C2)Cl)C(Cl)Cl)Cl. Cell line: HOP-92. Synergy scores: CSS=-1.83, Synergy_ZIP=1.43, Synergy_Bliss=4.30, Synergy_Loewe=0.223, Synergy_HSA=0.778.